Dataset: Forward reaction prediction with 1.9M reactions from USPTO patents (1976-2016). Task: Predict the product of the given reaction. Given the reactants [CH2:1]([CH:9]1[CH2:14][CH2:13][CH2:12][NH:11][CH2:10]1)[CH2:2][C:3]1[CH:8]=[CH:7][CH:6]=[CH:5][CH:4]=1.[CH:15]([C:17]1[CH:32]=[CH:31][C:20]([O:21][C:22]2[CH:30]=[CH:29][C:25]([C:26]([NH2:28])=[O:27])=[CH:24][N:23]=2)=[CH:19][CH:18]=1)=O.C(O[BH-](OC(=O)C)OC(=O)C)(=O)C.[Na+].C(O)(=O)C, predict the reaction product. The product is: [CH2:1]([CH:9]1[CH2:14][CH2:13][CH2:12][N:11]([CH2:15][C:17]2[CH:32]=[CH:31][C:20]([O:21][C:22]3[CH:30]=[CH:29][C:25]([C:26]([NH2:28])=[O:27])=[CH:24][N:23]=3)=[CH:19][CH:18]=2)[CH2:10]1)[CH2:2][C:3]1[CH:8]=[CH:7][CH:6]=[CH:5][CH:4]=1.